This data is from Full USPTO retrosynthesis dataset with 1.9M reactions from patents (1976-2016). The task is: Predict the reactants needed to synthesize the given product. (1) Given the product [F:1][C:2]1[CH:7]=[C:6]([F:8])[CH:5]=[CH:4][C:3]=1[C:9]([OH:34])([CH2:28][N:29]1[CH:33]=[N:32][N:31]=[N:30]1)[C:10]([F:11])([F:12])[C:13]1[CH:14]=[CH:15][C:16]([O:19][C:20]2[CH:21]=[CH:22][C:23]([F:35])=[CH:26][CH:27]=2)=[CH:17][N:18]=1, predict the reactants needed to synthesize it. The reactants are: [F:1][C:2]1[CH:7]=[C:6]([F:8])[CH:5]=[CH:4][C:3]=1[C:9]([OH:34])([CH2:28][N:29]1[CH:33]=[N:32][N:31]=[N:30]1)[C:10]([C:13]1[N:18]=[CH:17][C:16]([O:19][C:20]2[CH:27]=[CH:26][C:23](C#N)=[CH:22][CH:21]=2)=[CH:15][CH:14]=1)([F:12])[F:11].[F:35]C1C=CC(B(O)O)=CC=1. (2) Given the product [CH3:20][O:19][C:16]1[CH:17]=[CH:18][C:13]([C:12]2[C:11](=[O:21])[N:10]([CH3:23])[C:4]3([CH2:9][CH2:8][CH2:7][CH2:6][CH2:5]3)[C:1]=2[CH3:2])=[CH:14][CH:15]=1, predict the reactants needed to synthesize it. The reactants are: [C:1]([C:4]1([NH:10][C:11](=[O:21])[CH2:12][C:13]2[CH:18]=[CH:17][C:16]([O:19][CH3:20])=[CH:15][CH:14]=2)[CH2:9][CH2:8][CH2:7][CH2:6][CH2:5]1)(=O)[CH3:2].Cl[CH2:23]Cl.[H-].[Na+].IC. (3) Given the product [OH:12][C:2]1[C:3]([C:8]([OH:10])=[O:9])=[N:4][CH:5]=[CH:6][N:7]=1, predict the reactants needed to synthesize it. The reactants are: N[C:2]1[C:3]([C:8]([OH:10])=[O:9])=[N:4][CH:5]=[CH:6][N:7]=1.N([O-])=[O:12].[Na+]. (4) Given the product [CH3:1][O:2][C:3]([C:5]1[S:6][C:7]([NH2:22])=[C:8]([C:20]#[N:21])[C:9]=1[C:10]1[CH:11]=[CH:12][C:13]([C:8]([CH3:20])([CH3:9])[CH3:7])=[CH:14][CH:15]=1)=[O:4], predict the reactants needed to synthesize it. The reactants are: [CH3:1][O:2][C:3]([C:5]1[S:6][C:7]([N:22]=[N+]=[N-])=[C:8]([C:20]#[N:21])[C:9]=1[C:10]1[CH:15]=[CH:14][CH:13]=[CH:12][C:11]=1C(C)(C)C)=[O:4]. (5) Given the product [C:1]([O:5][CH:6]([C:11]1[N:16]([CH3:17])[C:15](=[O:18])[C:14]2[N:19]([CH2:22][C:23]3[CH:28]=[CH:27][C:26]([Cl:29])=[C:25]([F:30])[CH:24]=3)[CH:20]=[CH:21][C:13]=2[C:12]=1[C:31]1[CH:32]=[CH:33][C:34]([CH3:37])=[CH:35][CH:36]=1)[C:7]([OH:9])=[O:8])([CH3:4])([CH3:3])[CH3:2], predict the reactants needed to synthesize it. The reactants are: [C:1]([O:5][CH:6]([C:11]1[N:16]([CH3:17])[C:15](=[O:18])[C:14]2[N:19]([CH2:22][C:23]3[CH:28]=[CH:27][C:26]([Cl:29])=[C:25]([F:30])[CH:24]=3)[CH:20]=[CH:21][C:13]=2[C:12]=1[C:31]1[CH:36]=[CH:35][C:34]([CH3:37])=[CH:33][CH:32]=1)[C:7]([O:9]C)=[O:8])([CH3:4])([CH3:3])[CH3:2].[Li+].[OH-]. (6) Given the product [Cl:1][C:2]1[CH:10]=[CH:9][CH:8]=[C:7]2[C:3]=1[C:4]([CH2:41][C:39]1[S:40][C:36]([CH2:34][CH3:35])=[CH:37][CH:38]=1)=[CH:5][N:6]2[C@@H:11]1[O:28][C@H:27]([CH2:29][OH:30])[C@@H:22]([OH:23])[C@H:17]([OH:18])[C@H:12]1[OH:13], predict the reactants needed to synthesize it. The reactants are: [Cl:1][C:2]1[CH:10]=[CH:9][CH:8]=[C:7]2[C:3]=1[CH:4]=[CH:5][N:6]2[C@@H:11]1[O:28][C@H:27]([CH2:29][O:30]C(=O)C)[C@@H:22]([O:23]C(=O)C)[C@H:17]([O:18]C(=O)C)[C@H:12]1[O:13]C(=O)C.[CH2:34]([C:36]1[S:40][C:39]([C:41](Cl)=O)=[CH:38][CH:37]=1)[CH3:35].